Dataset: Forward reaction prediction with 1.9M reactions from USPTO patents (1976-2016). Task: Predict the product of the given reaction. The product is: [CH3:12][C:2]1[C:10]2[NH:9][CH:8]=[N:7][C:6]=2[CH:5]=[CH:4][C:3]=1[NH2:11]. Given the reactants Br[C:2]1[C:10]2[NH:9][CH:8]=[N:7][C:6]=2[CH:5]=[CH:4][C:3]=1[NH2:11].[CH3:12][Sn](C)(C)C, predict the reaction product.